Dataset: Forward reaction prediction with 1.9M reactions from USPTO patents (1976-2016). Task: Predict the product of the given reaction. (1) Given the reactants Br[C:2]1[CH:22]=[N:21][C:5]2[NH:6][C:7](=[O:20])[CH2:8][N:9]([CH2:10][C:11]3[C:16]([F:17])=[CH:15][CH:14]=[C:13]([F:18])[C:12]=3[Cl:19])[C:4]=2[CH:3]=1.[CH3:23][N:24]1[CH2:29][CH2:28][N:27]([C:30]2[CH:35]=[CH:34][C:33](B3OC(C)(C)C(C)(C)O3)=[CH:32][N:31]=2)[CH2:26][CH2:25]1.C1(P(C2C=CC=CC=2)C2C=CC=CC=2)C=CC=CC=1, predict the reaction product. The product is: [Cl:19][C:12]1[C:13]([F:18])=[CH:14][CH:15]=[C:16]([F:17])[C:11]=1[CH2:10][N:9]1[CH2:8][C:7](=[O:20])[NH:6][C:5]2[N:21]=[CH:22][C:2]([C:33]3[CH:32]=[N:31][C:30]([N:27]4[CH2:26][CH2:25][N:24]([CH3:23])[CH2:29][CH2:28]4)=[CH:35][CH:34]=3)=[CH:3][C:4]1=2. (2) Given the reactants [F:1][C:2]1[CH:3]=[C:4]2[C:8](=[C:9]([C:12]([OH:14])=O)[C:10]=1[F:11])[NH:7][CH:6]=[CH:5]2.[C:15]([C:19]1[CH:34]=[CH:33][C:22]([CH2:23][NH:24][CH2:25][CH2:26][C:27]2[CH:32]=[CH:31][CH:30]=[CH:29][CH:28]=2)=[CH:21][CH:20]=1)([CH3:18])([CH3:17])[CH3:16].CCN=C=NCCCN(C)C.Cl, predict the reaction product. The product is: [C:15]([C:19]1[CH:34]=[CH:33][C:22]([CH2:23][N:24]([CH2:25][CH2:26][C:27]2[CH:32]=[CH:31][CH:30]=[CH:29][CH:28]=2)[C:12]([C:9]2[C:10]([F:11])=[C:2]([F:1])[CH:3]=[C:4]3[C:8]=2[NH:7][CH:6]=[CH:5]3)=[O:14])=[CH:21][CH:20]=1)([CH3:18])([CH3:16])[CH3:17]. (3) Given the reactants [OH:1][N:2]=[C:3]([NH2:10])[C:4]1[CH:9]=[CH:8][CH:7]=[N:6][CH:5]=1.[F:11][C:12]1[CH:20]=[CH:19][CH:18]=[C:17]([F:21])[C:13]=1[C:14](O)=O.N, predict the reaction product. The product is: [F:11][C:12]1[CH:20]=[CH:19][CH:18]=[C:17]([F:21])[C:13]=1[C:14]1[O:1][N:2]=[C:3]([C:4]2[CH:5]=[N:6][CH:7]=[CH:8][CH:9]=2)[N:10]=1. (4) Given the reactants C(OC(=O)[NH:10][C:11]1([CH3:43])[CH2:16][CH2:15][CH2:14][CH:13]([NH:17][C:18]2[N:23]=[C:22]([C:24]3[C:32]4[C:27](=[CH:28][CH:29]=[CH:30][CH:31]=4)[N:26]([S:33]([C:36]4[CH:41]=[CH:40][CH:39]=[CH:38][CH:37]=4)(=[O:35])=[O:34])[CH:25]=3)[C:21]([Cl:42])=[CH:20][N:19]=2)[CH2:12]1)C1C=CC=CC=1.B(Br)(Br)Br.CO, predict the reaction product. The product is: [Cl:42][C:21]1[C:22]([C:24]2[C:32]3[C:27](=[CH:28][CH:29]=[CH:30][CH:31]=3)[N:26]([S:33]([C:36]3[CH:41]=[CH:40][CH:39]=[CH:38][CH:37]=3)(=[O:35])=[O:34])[CH:25]=2)=[N:23][C:18]([NH:17][CH:13]2[CH2:14][CH2:15][CH2:16][C:11]([CH3:43])([NH2:10])[CH2:12]2)=[N:19][CH:20]=1. (5) Given the reactants COC1C=CC(C)=CC=1C(N[C@H]1CCC[C@@H]1NC1C=NC(C(F)(F)F)=CN=1)=O.Cl.[F:30][C:31]([F:46])([F:45])[C:32]1[N:33]=[CH:34][C:35]([NH:38][C@H:39]2[CH2:43][CH2:42][CH2:41][C@@H:40]2[NH2:44])=[N:36][CH:37]=1.[F:47][C:48]1[CH:56]=[CH:55][CH:54]=[C:53]([N:57]2[CH:61]=[CH:60][CH:59]=[N:58]2)[C:49]=1[C:50](O)=[O:51], predict the reaction product. The product is: [F:47][C:48]1[CH:56]=[CH:55][CH:54]=[C:53]([N:57]2[CH:61]=[CH:60][CH:59]=[N:58]2)[C:49]=1[C:50]([NH:44][C@H:40]1[CH2:41][CH2:42][CH2:43][C@@H:39]1[NH:38][C:35]1[CH:34]=[N:33][C:32]([C:31]([F:30])([F:45])[F:46])=[CH:37][N:36]=1)=[O:51]. (6) Given the reactants [OH:1][C:2]([CH3:33])([CH2:28][CH2:29][CH2:30][CH2:31][CH3:32])[CH2:3]/[CH:4]=[CH:5]/[C@H:6]1[C@H:10]([CH3:11])[O:9][C:8](=[O:12])[N:7]1[CH2:13][CH2:14][S:15][C:16]1[S:17][CH:18]=[C:19]([C:21]([O:23]CCCC)=[O:22])[N:20]=1.[OH-].[Na+].Cl, predict the reaction product. The product is: [OH:1][C:2]([CH3:33])([CH2:28][CH2:29][CH2:30][CH2:31][CH3:32])[CH2:3]/[CH:4]=[CH:5]/[C@H:6]1[C@H:10]([CH3:11])[O:9][C:8](=[O:12])[N:7]1[CH2:13][CH2:14][S:15][C:16]1[S:17][CH:18]=[C:19]([C:21]([OH:23])=[O:22])[N:20]=1.